This data is from Forward reaction prediction with 1.9M reactions from USPTO patents (1976-2016). The task is: Predict the product of the given reaction. (1) Given the reactants [Br:1][C:2]1[CH:3]=[C:4]2[C:8](=[CH:9][CH:10]=1)[C:7]([NH2:12])([CH3:11])[CH2:6][CH2:5]2.[F:13][C:14]([F:25])([F:24])[C:15]([NH:17][C:18]1([C:21](O)=[O:22])[CH2:20][CH2:19]1)=[O:16], predict the reaction product. The product is: [Br:1][C:2]1[CH:3]=[C:4]2[C:8](=[CH:9][CH:10]=1)[C:7]([NH:12][C:21]([C:18]1([NH:17][C:15](=[O:16])[C:14]([F:13])([F:24])[F:25])[CH2:19][CH2:20]1)=[O:22])([CH3:11])[CH2:6][CH2:5]2. (2) Given the reactants Br[C:2]1[C:6]([C:7]([N:9]([O:11][CH3:12])[CH3:10])=[O:8])=[CH:5][N:4]([CH2:13][C:14]2[CH:19]=[CH:18][C:17]([O:20][CH3:21])=[CH:16][CH:15]=2)[N:3]=1.[CH2:22]([Sn](CCCC)(CCCC)C=C)[CH2:23]CC, predict the reaction product. The product is: [CH3:21][O:20][C:17]1[CH:18]=[CH:19][C:14]([CH2:13][N:4]2[CH:5]=[C:6]([C:7]([N:9]([O:11][CH3:12])[CH3:10])=[O:8])[C:2]([CH:22]=[CH2:23])=[N:3]2)=[CH:15][CH:16]=1. (3) Given the reactants [CH2:1]([NH:8][CH2:9][C:10]1[CH:15]=[CH:14][CH:13]=[CH:12][CH:11]=1)[C:2]1[CH:7]=[CH:6][CH:5]=[CH:4][CH:3]=1.[CH2:16]1[CH2:22][S:19](=[O:21])(=[O:20])[O:18][CH2:17]1, predict the reaction product. The product is: [CH2:9]([N:8]([CH2:1][C:2]1[CH:7]=[CH:6][CH:5]=[CH:4][CH:3]=1)[CH2:17][CH2:16][CH2:22][S:19]([OH:21])(=[O:20])=[O:18])[C:10]1[CH:15]=[CH:14][CH:13]=[CH:12][CH:11]=1. (4) Given the reactants [N-:1]=[N+:2]=[N-:3].[Na+].Br[CH2:6][C:7]1[CH:16]=[CH:15][C:14]([Cl:17])=[CH:13][C:8]=1[C:9]([O:11][CH3:12])=[O:10], predict the reaction product. The product is: [N:1]([CH2:6][C:7]1[CH:16]=[CH:15][C:14]([Cl:17])=[CH:13][C:8]=1[C:9]([O:11][CH3:12])=[O:10])=[N+:2]=[N-:3]. (5) Given the reactants Cl.[CH:2]([N:5]1[CH:13]=[C:12]2[C:7]([CH:8]=[CH:9][C:10]([C:14]3[O:18][N:17]=[C:16]([C:19]4[CH:28]=[CH:27][CH:26]=[C:25]5[C:20]=4[CH2:21][CH2:22][NH:23][CH2:24]5)[N:15]=3)=[CH:11]2)=[N:6]1)([CH3:4])[CH3:3].Br[CH2:30][C:31]([O:33][C:34]([CH3:37])([CH3:36])[CH3:35])=[O:32], predict the reaction product. The product is: [C:34]([O:33][C:31](=[O:32])[CH2:30][N:23]1[CH2:22][CH2:21][C:20]2[C:25](=[CH:26][CH:27]=[CH:28][C:19]=2[C:16]2[N:15]=[C:14]([C:10]3[CH:9]=[CH:8][C:7]4[C:12](=[CH:13][N:5]([CH:2]([CH3:4])[CH3:3])[N:6]=4)[CH:11]=3)[O:18][N:17]=2)[CH2:24]1)([CH3:37])([CH3:36])[CH3:35].